This data is from Reaction yield outcomes from USPTO patents with 853,638 reactions. The task is: Predict the reaction yield, written as a fraction of the theoretical maximum amount of product (1.0 means a 100% yield; for example, 0.34 means a 34% yield). (1) The reactants are [CH3:1][O:2][C:3]1[CH:4]=[C:5]2[C:10](=[CH:11][C:12]=1[O:13][CH3:14])[N:9]=[CH:8][N:7]=[C:6]2[O:15][C:16]1[CH:22]=[CH:21][C:19]([NH2:20])=[CH:18][CH:17]=1.C1(C)C=CC=CC=1.C(N(CC)CC)C.ClC(Cl)(O[C:41](=[O:47])[O:42][C:43](Cl)(Cl)Cl)Cl.[Cl:49][C:50]1[CH:60]=[CH:59][CH:58]=[CH:57][C:51]=1[O:52][CH2:53][CH2:54]CO. The catalyst is C(Cl)Cl. The product is [CH3:1][O:2][C:3]1[CH:4]=[C:5]2[C:10](=[CH:11][C:12]=1[O:13][CH3:14])[N:9]=[CH:8][N:7]=[C:6]2[O:15][C:16]1[CH:22]=[CH:21][C:19]([NH:20][C:41](=[O:47])[O:42][CH2:43][CH2:54][CH2:53][O:52][C:51]2[CH:57]=[CH:58][CH:59]=[CH:60][C:50]=2[Cl:49])=[CH:18][CH:17]=1. The yield is 0.440. (2) The reactants are C([O:8][C:9]1[C:24](=[O:25])[N:13]2[CH2:14][CH2:15][O:16][CH2:17][C:18]3([CH2:23][CH2:22][O:21][CH2:20][CH2:19]3)[C:12]2=[N:11][C:10]=1[C:26]([NH:28][CH2:29][C:30]1[CH:35]=[CH:34][C:33]([F:36])=[CH:32][C:31]=1[N:37]1[C:41](=[O:42])[N:40]([CH3:43])[CH:39]=[N:38]1)=[O:27])C1C=CC=CC=1.[H][H]. The catalyst is C(OCC)(=O)C.[Pd]. The product is [F:36][C:33]1[CH:34]=[CH:35][C:30]([CH2:29][NH:28][C:26]([C:10]2[N:11]=[C:12]3[C:18]4([CH2:19][CH2:20][O:21][CH2:22][CH2:23]4)[CH2:17][O:16][CH2:15][CH2:14][N:13]3[C:24](=[O:25])[C:9]=2[OH:8])=[O:27])=[C:31]([N:37]2[C:41](=[O:42])[N:40]([CH3:43])[CH:39]=[N:38]2)[CH:32]=1. The yield is 0.680. (3) The reactants are [CH3:1][C:2]([CH3:14])([CH3:13])[C:3]#[C:4][C:5]1[S:9][C:8]([C:10]([OH:12])=[O:11])=[CH:7][CH:6]=1.[Li]CCCC.[I:20]I. The catalyst is C1COCC1. The product is [CH3:1][C:2]([CH3:14])([CH3:13])[C:3]#[C:4][C:5]1[S:9][C:8]([C:10]([OH:12])=[O:11])=[C:7]([I:20])[CH:6]=1. The yield is 0.650. (4) The reactants are [CH2:1]([O:3][C:4]1[CH:5]=[C:6]([C:13]2[O:17][N:16]=[C:15]([C:18]3[CH:26]=[CH:25][CH:24]=[C:23]4[C:19]=3[CH2:20][CH2:21][N:22]4[C:27]([NH:29][CH2:30][C:31]([O:33]CC)=[O:32])=[O:28])[N:14]=2)[CH:7]=[CH:8][C:9]=1[O:10][CH2:11][CH3:12])[CH3:2].C(C1C=CC(NC(=O)NCCC(OCC)=O)=CC=1)CCCCCCC. No catalyst specified. The product is [CH2:1]([O:3][C:4]1[CH:5]=[C:6]([C:13]2[O:17][N:16]=[C:15]([C:18]3[CH:26]=[CH:25][CH:24]=[C:23]4[C:19]=3[CH2:20][CH2:21][N:22]4[C:27]([NH:29][CH2:30][C:31]([OH:33])=[O:32])=[O:28])[N:14]=2)[CH:7]=[CH:8][C:9]=1[O:10][CH2:11][CH3:12])[CH3:2]. The yield is 0.750.